This data is from Full USPTO retrosynthesis dataset with 1.9M reactions from patents (1976-2016). The task is: Predict the reactants needed to synthesize the given product. (1) Given the product [C:7]([O:10][C:11]1[CH:16]=[CH:15][C:14]([Cl:17])=[CH:13][C:12]=1[CH2:18][C:19]1[O:23][C:22]([C:24]([NH:30][C:29]2[C:28]([F:27])=[CH:34][CH:33]=[CH:32][C:31]=2[F:35])=[O:26])=[CH:21][CH:20]=1)(=[O:9])[CH3:8], predict the reactants needed to synthesize it. The reactants are: C(Cl)(=O)C(Cl)=O.[C:7]([O:10][C:11]1[CH:16]=[CH:15][C:14]([Cl:17])=[CH:13][C:12]=1[CH2:18][C:19]1[O:23][C:22]([C:24]([OH:26])=O)=[CH:21][CH:20]=1)(=[O:9])[CH3:8].[F:27][C:28]1[CH:34]=[CH:33][CH:32]=[C:31]([F:35])[C:29]=1[NH2:30]. (2) Given the product [C:1]([N:8]1[CH2:13][CH2:12][O:11][C@H:10]([CH2:14][C:15]2[CH2:16][C:17](=[N:26][OH:27])[C:18]([O:21][CH3:22])=[CH:19][CH:20]=2)[CH2:9]1)([O:3][C:4]([CH3:7])([CH3:6])[CH3:5])=[O:2], predict the reactants needed to synthesize it. The reactants are: [C:1]([N:8]1[CH2:13][CH2:12][O:11][C@H:10]([CH2:14][C:15]2[CH:20]=[CH:19][C:18]([O:21][CH3:22])=[C:17](C=O)[CH:16]=2)[CH2:9]1)([O:3][C:4]([CH3:7])([CH3:6])[CH3:5])=[O:2].Cl.[NH2:26][OH:27].C([O-])(=O)C.[Na+]. (3) Given the product [CH2:6]1[C:7]2([CH2:8][CH2:9][NH:10][CH2:11][CH2:12]2)[CH2:2][CH2:3][N:4]([C:13]([C:23]2[CH:24]=[CH:25][N:26]=[C:21]([NH2:20])[N:22]=2)=[O:15])[CH2:5]1, predict the reactants needed to synthesize it. The reactants are: Cl.[CH2:2]1[C:7]2([CH2:12][CH2:11][NH:10][CH2:9][CH2:8]2)[CH2:6][CH2:5][N:4]([C:13]([O:15]C(C)(C)C)=O)[CH2:3]1.[NH2:20][C:21]1[N:26]=[C:25](C(O)=O)[CH:24]=[CH:23][N:22]=1. (4) Given the product [F:1][C:2]1[C:3]([C:13]#[N:14])=[N:4][CH:5]=[CH:6][CH:7]=1, predict the reactants needed to synthesize it. The reactants are: [F:1][C:2]1[CH:3]=[N+:4]([O-])[CH:5]=[CH:6][CH:7]=1.C[Si]([C:13]#[N:14])(C)C.C(N(CC)CC)C. (5) Given the product [CH3:1]/[C:2](=[CH:5]\[C:6]1[CH:7]=[CH:8][C:9]([CH3:12])=[CH:10][CH:11]=1)/[CH2:3][OH:4], predict the reactants needed to synthesize it. The reactants are: [CH3:1]/[C:2](=[CH:5]\[C:6]1[CH:11]=[CH:10][C:9]([CH3:12])=[CH:8][CH:7]=1)/[CH:3]=[O:4].[H-].[Al+3].[Li+].[H-].[H-].[H-].S([O-])([O-])(=O)=O.[Na+].[Na+]. (6) Given the product [F:15][C:2]([F:1])([F:14])[C:3]1[CH:4]=[CH:5][C:6]2[O:11][CH2:10][CH2:9][NH:8][C:7]=2[CH:13]=1, predict the reactants needed to synthesize it. The reactants are: [F:1][C:2]([F:15])([F:14])[C:3]1[CH:4]=[CH:5][C:6]2[O:11][CH2:10][C:9](=O)[NH:8][C:7]=2[CH:13]=1.B.O1CCCC1.CO.Cl. (7) Given the product [CH:43]([O:45][C:2]1[C:11]2[C:6](=[CH:7][CH:8]=[CH:9][CH:10]=2)[C:5]([CH3:12])=[C:4]([N:13]([CH2:28][C:29]2[CH:34]=[CH:33][C:32]([O:35][C:36]([F:38])([F:39])[F:37])=[CH:31][CH:30]=2)[S:14]([C:17]2[CH:18]=[CH:19][C:20]([C:21]([OH:23])=[O:22])=[CH:26][CH:27]=2)(=[O:16])=[O:15])[N:3]=1)([CH3:44])[CH3:42], predict the reactants needed to synthesize it. The reactants are: Br[C:2]1[C:11]2[C:6](=[CH:7][CH:8]=[CH:9][CH:10]=2)[C:5]([CH3:12])=[C:4]([N:13]([CH2:28][C:29]2[CH:34]=[CH:33][C:32]([O:35][C:36]([F:39])([F:38])[F:37])=[CH:31][CH:30]=2)[S:14]([C:17]2[CH:27]=[CH:26][C:20]([C:21]([O:23]CC)=[O:22])=[CH:19][CH:18]=2)(=[O:16])=[O:15])[N:3]=1.[H-].[Na+].[CH3:42][CH:43]([OH:45])[CH3:44].Cl.